Dataset: Full USPTO retrosynthesis dataset with 1.9M reactions from patents (1976-2016). Task: Predict the reactants needed to synthesize the given product. (1) Given the product [F:13][C:10]1[CH:11]=[CH:12][C:7]([C:5](=[O:6])[CH2:4][CH2:3][CH2:2][N:14]2[CH2:19][CH2:18][CH:17]([C:20]3[CH:21]=[C:22]([NH:26][C:27](=[O:30])[CH2:28][CH3:29])[CH:23]=[CH:24][CH:25]=3)[CH2:16][CH2:15]2)=[CH:8][CH:9]=1, predict the reactants needed to synthesize it. The reactants are: Cl[CH2:2][CH2:3][CH2:4][C:5]([C:7]1[CH:12]=[CH:11][C:10]([F:13])=[CH:9][CH:8]=1)=[O:6].[NH:14]1[CH2:19][CH2:18][CH:17]([C:20]2[CH:21]=[C:22]([NH:26][C:27](=[O:30])[CH2:28][CH3:29])[CH:23]=[CH:24][CH:25]=2)[CH2:16][CH2:15]1. (2) Given the product [Cl:29][C:26]1[CH:27]=[C:28]2[C:23]([C:22]([CH:30]([F:31])[F:32])=[CH:21][N:20]2[S:17]([C:15]2[CH:14]=[CH:13][C:12]([O:33][CH2:34][C:35]([F:38])([F:36])[F:37])=[C:11]([N:8]3[CH2:9][CH2:10][NH:5][CH2:6][CH2:7]3)[CH:16]=2)(=[O:18])=[O:19])=[CH:24][CH:25]=1, predict the reactants needed to synthesize it. The reactants are: ClC(Cl)(Cl)C([N:5]1[CH2:10][CH2:9][N:8]([C:11]2[CH:16]=[C:15]([S:17]([N:20]3[C:28]4[C:23](=[CH:24][CH:25]=[C:26]([Cl:29])[CH:27]=4)[C:22]([CH:30]([F:32])[F:31])=[CH:21]3)(=[O:19])=[O:18])[CH:14]=[CH:13][C:12]=2[O:33][CH2:34][C:35]([F:38])([F:37])[F:36])[CH2:7][CH2:6]1)=O.[OH-].[K+]. (3) Given the product [Cl:26][C:27]1[CH:35]=[CH:34][CH:33]=[CH:32][C:28]=1[C:29]([NH:2][C@H:3]1[C:11]2[C:6](=[CH:7][C:8]([C:13]([O:15][CH3:16])=[O:14])=[C:9]([F:12])[CH:10]=2)[CH2:5][CH2:4]1)=[O:30], predict the reactants needed to synthesize it. The reactants are: Cl.[NH2:2][C@H:3]1[C:11]2[C:6](=[CH:7][C:8]([C:13]([O:15][CH3:16])=[O:14])=[C:9]([F:12])[CH:10]=2)[CH2:5][CH2:4]1.CCN(C(C)C)C(C)C.[Cl:26][C:27]1[CH:35]=[CH:34][CH:33]=[CH:32][C:28]=1[C:29](Cl)=[O:30]. (4) Given the product [OH:42][C:38]1[CH:39]=[C:40]([CH3:41])[C:35]([C:31]2[CH:32]=[CH:9][CH:10]=[C:11]([CH2:12][O:13][C:14]3[CH:19]=[CH:18][C:17]([C:20]4([CH2:24][C:25]([O:27][CH2:28][CH3:29])=[O:26])[CH2:21][O:22][CH2:23]4)=[CH:16][CH:15]=3)[CH:30]=2)=[C:36]([CH3:43])[CH:37]=1, predict the reactants needed to synthesize it. The reactants are: CC1(C)C(C)(C)OB([C:9]2[CH:10]=[C:11]([CH:30]=[CH:31][CH:32]=2)[CH2:12][O:13][C:14]2[CH:19]=[CH:18][C:17]([C:20]3([CH2:24][C:25]([O:27][CH2:28][CH3:29])=[O:26])[CH2:23][O:22][CH2:21]3)=[CH:16][CH:15]=2)O1.Br[C:35]1[C:40]([CH3:41])=[CH:39][C:38]([OH:42])=[CH:37][C:36]=1[CH3:43].C(=O)([O-])[O-].[K+].[K+]. (5) Given the product [CH:35]([O:34][C:29]1[CH:28]=[CH:27][C:26]([C:24]2[S:25][C:21]([C:16]3[C:17]4[CH2:18][CH2:19][CH2:20][C@@H:11]([NH:10][CH2:7][C:3]5[CH:2]=[N:1][CH:6]=[CH:5][CH:4]=5)[C:12]=4[CH:13]=[CH:14][CH:15]=3)=[N:22][N:23]=2)=[CH:33][C:30]=1[C:31]#[N:32])([CH3:37])[CH3:36], predict the reactants needed to synthesize it. The reactants are: [N:1]1[CH:6]=[CH:5][CH:4]=[C:3]([CH:7]=O)[CH:2]=1.Cl.[NH2:10][C@@H:11]1[CH2:20][CH2:19][CH2:18][C:17]2[C:16]([C:21]3[S:25][C:24]([C:26]4[CH:27]=[CH:28][C:29]([O:34][CH:35]([CH3:37])[CH3:36])=[C:30]([CH:33]=4)[C:31]#[N:32])=[N:23][N:22]=3)=[CH:15][CH:14]=[CH:13][C:12]1=2.[BH4-].[Na+]. (6) Given the product [C:26]([O:8][C:7](=[O:9])[C:6]1[CH:10]=[C:2]([Br:1])[CH:3]=[CH:4][C:5]=1[I:11])([CH3:29])([CH3:28])[CH3:27], predict the reactants needed to synthesize it. The reactants are: [Br:1][C:2]1[CH:3]=[CH:4][C:5]([I:11])=[C:6]([CH:10]=1)[C:7]([OH:9])=[O:8].CNN(NC)C1C=CN=CC=1.C(OC(O[C:26]([CH3:29])([CH3:28])[CH3:27])=O)(O[C:26]([CH3:29])([CH3:28])[CH3:27])=O.C(=O)([O-])O.[Na+]. (7) Given the product [CH3:16][O:15][C:12]1[N:11]=[CH:10][C:9]([NH:8][C:3]2[C:2]([C:20]3[N:19]=[C:18]([CH3:17])[N:23]=[C:22]([S:24][CH3:25])[N:21]=3)=[CH:7][N:6]=[CH:5][N:4]=2)=[CH:14][CH:13]=1, predict the reactants needed to synthesize it. The reactants are: Br[C:2]1[C:3]([NH:8][C:9]2[CH:10]=[N:11][C:12]([O:15][CH3:16])=[CH:13][CH:14]=2)=[N:4][CH:5]=[N:6][CH:7]=1.[CH3:17][C:18]1[N:23]=[C:22]([S:24][CH3:25])[N:21]=[C:20]([Sn](CCCC)(CCCC)CCCC)[N:19]=1.[F-].[Cs+].C1COCC1. (8) Given the product [C:44]12([CH2:43][N:41]3[CH2:42][C@@H:38]([CH2:37][OH:36])[NH:39][C:40]3=[O:54])[CH2:45][CH:46]3[CH2:47][CH:48]([CH2:49][CH:50]([CH2:52]3)[CH2:51]1)[CH2:53]2, predict the reactants needed to synthesize it. The reactants are: CCCC[N+](CCCC)(CCCC)CCCC.[F-].[Si]([O:36][CH2:37][C@@H:38]1[CH2:42][N:41]([CH2:43][C:44]23[CH2:53][CH:48]4[CH2:49][CH:50]([CH2:52][CH:46]([CH2:47]4)[CH2:45]2)[CH2:51]3)[C:40](=[O:54])[NH:39]1)(C(C)(C)C)(C1C=CC=CC=1)C1C=CC=CC=1.